From a dataset of Forward reaction prediction with 1.9M reactions from USPTO patents (1976-2016). Predict the product of the given reaction. Given the reactants [C:1]([C:5]1[O:9][N:8]=[C:7]([NH:10][C:11]([NH:13][C:14]2[CH:19]=[CH:18][CH:17]=[C:16]([O:20][C:21]3[C:30]4[C:25](=[CH:26][C:27]([O:36][CH3:37])=[C:28]([O:31][CH2:32][CH2:33][CH2:34]Cl)[CH:29]=4)[N:24]=[CH:23][N:22]=3)[CH:15]=2)=[O:12])[CH:6]=1)([CH3:4])([CH3:3])[CH3:2].[NH:38]1[CH2:43][CH2:42][O:41][CH2:40][CH2:39]1.C(N(C(C)C)CC)(C)C, predict the reaction product. The product is: [C:1]([C:5]1[O:9][N:8]=[C:7]([NH:10][C:11]([NH:13][C:14]2[CH:19]=[CH:18][CH:17]=[C:16]([O:20][C:21]3[C:30]4[C:25](=[CH:26][C:27]([O:36][CH3:37])=[C:28]([O:31][CH2:32][CH2:33][CH2:34][N:38]5[CH2:43][CH2:42][O:41][CH2:40][CH2:39]5)[CH:29]=4)[N:24]=[CH:23][N:22]=3)[CH:15]=2)=[O:12])[CH:6]=1)([CH3:4])([CH3:3])[CH3:2].